Dataset: Forward reaction prediction with 1.9M reactions from USPTO patents (1976-2016). Task: Predict the product of the given reaction. (1) Given the reactants [NH2:1][C:2]1[CH:9]=[C:8]([Br:10])[CH:7]=[CH:6][C:3]=1[C:4]#[N:5].[C:11]([O-])(=O)C.[Na+].[OH-:16].[Na+], predict the reaction product. The product is: [Br:10][C:8]1[CH:9]=[C:2]2[C:3]([C:4](=[O:16])[NH:5][CH:11]=[N:1]2)=[CH:6][CH:7]=1. (2) Given the reactants [CH2:1]([O:8][CH2:9][CH:10]([OH:25])[CH2:11][NH:12][C:13]([C:15]1[CH:24]=[CH:23][C:18]([C:19]([O:21][CH3:22])=[O:20])=[CH:17][CH:16]=1)=[O:14])[C:2]1[CH:7]=[CH:6][CH:5]=[CH:4][CH:3]=1.CC(OI1(OC(C)=O)(OC(C)=O)OC(=O)C2C=CC=CC1=2)=O, predict the reaction product. The product is: [CH2:1]([O:8][CH2:9][C:10](=[O:25])[CH2:11][NH:12][C:13]([C:15]1[CH:16]=[CH:17][C:18]([C:19]([O:21][CH3:22])=[O:20])=[CH:23][CH:24]=1)=[O:14])[C:2]1[CH:3]=[CH:4][CH:5]=[CH:6][CH:7]=1. (3) Given the reactants [Cl:1][C:2]1[CH:3]=[CH:4][C:5]([C:16]#[C:17][Si:18]([CH3:21])([CH3:20])[CH3:19])=[C:6]([C:8]2[CH:13]=[CH:12][N:11]=[C:10]([O:14]C)[CH:9]=2)[CH:7]=1.Cl.[NH+]1C=CC=CC=1, predict the reaction product. The product is: [Cl:1][C:2]1[CH:3]=[CH:4][C:5]([C:16]#[C:17][Si:18]([CH3:19])([CH3:21])[CH3:20])=[C:6]([C:8]2[CH:13]=[CH:12][NH:11][C:10](=[O:14])[CH:9]=2)[CH:7]=1.